This data is from Forward reaction prediction with 1.9M reactions from USPTO patents (1976-2016). The task is: Predict the product of the given reaction. (1) Given the reactants Br[C:2]1[CH:3]=[C:4]([NH:9][C:10]2[N:15]=[C:14]([CH:16]([F:18])[F:17])[C:13]([F:19])=[CH:12][N:11]=2)[CH:5]=[C:6]([CH3:8])[CH:7]=1.[B:20]1([B:20]2[O:24][C:23]([CH3:26])([CH3:25])[C:22]([CH3:28])([CH3:27])[O:21]2)[O:24][C:23]([CH3:26])([CH3:25])[C:22]([CH3:28])([CH3:27])[O:21]1.C([O-])(=O)C.[K+], predict the reaction product. The product is: [F:17][CH:16]([F:18])[C:14]1[C:13]([F:19])=[CH:12][N:11]=[C:10]([NH:9][C:4]2[CH:3]=[C:2]([B:20]3[O:24][C:23]([CH3:26])([CH3:25])[C:22]([CH3:28])([CH3:27])[O:21]3)[CH:7]=[C:6]([CH3:8])[CH:5]=2)[N:15]=1. (2) Given the reactants [H-].[Na+].[Cl:3][C:4]1[CH:5]=[C:6]2[C:10](=[CH:11][CH:12]=1)[NH:9][C:8]([C:13]([O:15][CH2:16][CH3:17])=[O:14])=[CH:7]2.[C:18]1([S:24](Cl)(=[O:26])=[O:25])[CH:23]=[CH:22][CH:21]=[CH:20][CH:19]=1.C([O-])(O)=O.[Na+], predict the reaction product. The product is: [Cl:3][C:4]1[CH:5]=[C:6]2[C:10](=[CH:11][CH:12]=1)[N:9]([S:24]([C:18]1[CH:23]=[CH:22][CH:21]=[CH:20][CH:19]=1)(=[O:26])=[O:25])[C:8]([C:13]([O:15][CH2:16][CH3:17])=[O:14])=[CH:7]2. (3) Given the reactants [Cl:1][C:2]1[CH:10]=[CH:9][CH:8]=[C:7]2[C:3]=1[C:4]([C:17]([OH:19])=O)=[CH:5][N:6]2[CH2:11][CH:12]1[CH2:16][CH2:15][CH2:14][O:13]1.[F:20][C:21]1([F:29])[CH2:26][CH2:25][CH:24]([CH2:27][NH2:28])[CH2:23][CH2:22]1.CN(C(ON1N=NC2C=CC=NC1=2)=[N+](C)C)C.F[P-](F)(F)(F)(F)F, predict the reaction product. The product is: [Cl:1][C:2]1[CH:10]=[CH:9][CH:8]=[C:7]2[C:3]=1[C:4]([C:17]([NH:28][CH2:27][CH:24]1[CH2:25][CH2:26][C:21]([F:29])([F:20])[CH2:22][CH2:23]1)=[O:19])=[CH:5][N:6]2[CH2:11][CH:12]1[CH2:16][CH2:15][CH2:14][O:13]1. (4) Given the reactants [CH2:1]([O:8][CH2:9][C@@H:10]1[CH2:13][C@H:12]([OH:14])[CH2:11]1)[C:2]1[CH:7]=[CH:6][CH:5]=[CH:4][CH:3]=1.[H-].[Na+].I[CH3:18], predict the reaction product. The product is: [CH3:18][O:14][C@@H:12]1[CH2:13][C@H:10]([CH2:9][O:8][CH2:1][C:2]2[CH:7]=[CH:6][CH:5]=[CH:4][CH:3]=2)[CH2:11]1. (5) Given the reactants [Na].[CH3:2][O:3][C:4]1[CH:5]=[CH:6][C:7]2[N:11]=[C:10]([S:12]([CH2:14][C:15]3[C:20]([CH3:21])=[C:19]([O:22][CH3:23])[C:18]([CH3:24])=[CH:17][N:16]=3)=[O:13])[NH:9][C:8]=2[CH:25]=1.[Cl-].[Mg+2:27].[Cl-], predict the reaction product. The product is: [OH2:3].[OH2:3].[OH2:3].[OH2:3].[Mg:27].[CH3:2][O:3][C:4]1[CH:5]=[CH:6][C:7]2[N:11]=[C:10]([S@:12]([CH2:14][C:15]3[C:20]([CH3:21])=[C:19]([O:22][CH3:23])[C:18]([CH3:24])=[CH:17][N:16]=3)=[O:13])[NH:9][C:8]=2[CH:25]=1. (6) Given the reactants [Cl:1][CH:2]1[CH:12]=[CH:11][CH:5]2[C:6]([O:8][C:9](=[O:10])[CH:4]2[CH2:3]1)=O.[NH2:13][C:14]1[CH:19]=[CH:18][CH:17]=[CH:16][N:15]=1, predict the reaction product. The product is: [N:15]1[CH:16]=[CH:17][CH:18]=[CH:19][C:14]=1[N:13]1[C:9](=[O:10])[C:4]2=[CH:3][C:2]([Cl:1])=[CH:12][CH:11]=[C:5]2[C:6]1=[O:8]. (7) The product is: [C:30]([C:27]1[N:28]=[CH:29][C:24]([CH2:23][C:17]2[CH:16]=[CH:15][C:12]3[CH2:13][CH2:14][N:8]([C:6]([O:5][C:2]([CH3:4])([CH3:3])[CH3:1])=[O:7])[CH2:9][CH2:10][C:11]=3[CH:18]=2)=[CH:25][CH:26]=1)#[N:31]. Given the reactants [CH3:1][C:2]([O:5][C:6]([N:8]1[CH2:14][CH2:13][C:12]2[CH:15]=[CH:16][C:17](B(O)O)=[CH:18][C:11]=2[CH2:10][CH2:9]1)=[O:7])([CH3:4])[CH3:3].Br[CH2:23][C:24]1[CH:25]=[CH:26][C:27]([C:30]#[N:31])=[N:28][CH:29]=1.C(=O)([O-])[O-].[Na+].[Na+], predict the reaction product. (8) The product is: [O:9]1[CH2:10][CH2:11][O:12][CH:8]1[C:5]1[CH:6]=[CH:7][C:2]([C:21](=[O:28])[CH2:22][C:23]2[S:24][CH:25]=[CH:26][CH:27]=2)=[CH:3][CH:4]=1. Given the reactants Br[C:2]1[CH:7]=[CH:6][C:5]([CH:8]2[O:12][CH2:11][CH2:10][O:9]2)=[CH:4][CH:3]=1.C([Li])CCC.CON(C)[C:21](=[O:28])[CH2:22][C:23]1[S:24][CH:25]=[CH:26][CH:27]=1, predict the reaction product. (9) Given the reactants [CH3:1][O:2][C:3]1[CH:8]=[CH:7][C:6]([NH:9][S:10]([CH3:13])(=[O:12])=[O:11])=[C:5]([CH3:14])[CH:4]=1.[H-].[Na+].[CH3:17]I, predict the reaction product. The product is: [CH3:1][O:2][C:3]1[CH:8]=[CH:7][C:6]([N:9]([CH3:17])[S:10]([CH3:13])(=[O:12])=[O:11])=[C:5]([CH3:14])[CH:4]=1. (10) Given the reactants [CH2:1]([NH:4][C:5]1[N:14]=[C:13]([NH2:15])[C:12]2[C:7](=[CH:8][CH:9]=[C:10]([N+:16]([O-:18])=[O:17])[CH:11]=2)[N:6]=1)[CH:2]=[CH2:3].[H-].[Na+].[CH3:21][CH:22]([CH3:28])[CH2:23][O:24][C:25](Cl)=[O:26].O, predict the reaction product. The product is: [CH2:1]([NH:4][C:5]1[N:14]=[C:13]([NH:15][C:25]([O:24][CH2:23][CH:22]([CH3:28])[CH3:21])=[O:26])[C:12]2[C:7](=[CH:8][CH:9]=[C:10]([N+:16]([O-:18])=[O:17])[CH:11]=2)[N:6]=1)[CH:2]=[CH2:3].